Dataset: Forward reaction prediction with 1.9M reactions from USPTO patents (1976-2016). Task: Predict the product of the given reaction. (1) The product is: [F:25][C:22]([F:23])([F:24])[C:19]1[CH:18]=[CH:17][C:16]([S:13]([NH:12][CH2:11][C@H:8]2[CH2:7][CH2:6][C@H:5]([C:3]([OH:4])=[O:2])[CH2:10][CH2:9]2)(=[O:14])=[O:15])=[CH:21][CH:20]=1. Given the reactants C[O:2][C:3]([C@H:5]1[CH2:10][CH2:9][C@H:8]([CH2:11][NH:12][S:13]([C:16]2[CH:21]=[CH:20][C:19]([C:22]([F:25])([F:24])[F:23])=[CH:18][CH:17]=2)(=[O:15])=[O:14])[CH2:7][CH2:6]1)=[O:4].[OH-].[K+].Cl, predict the reaction product. (2) Given the reactants O.[OH-].[Li+].[F:4][C:5]([F:33])([F:32])[C:6]1[N:10]2[N:11]=[C:12]([N:15]3[CH2:20][CH2:19][N:18]([C:21]4[CH:31]=[CH:30][C:24]([C:25]([O:27]CC)=[O:26])=[CH:23][CH:22]=4)[CH2:17][CH2:16]3)[CH:13]=[CH:14][C:9]2=[N:8][N:7]=1, predict the reaction product. The product is: [F:33][C:5]([F:4])([F:32])[C:6]1[N:10]2[N:11]=[C:12]([N:15]3[CH2:16][CH2:17][N:18]([C:21]4[CH:31]=[CH:30][C:24]([C:25]([OH:27])=[O:26])=[CH:23][CH:22]=4)[CH2:19][CH2:20]3)[CH:13]=[CH:14][C:9]2=[N:8][N:7]=1. (3) Given the reactants C1C=CC(P(C2C=CC=CC=2)C2C=CC=CC=2)=CC=1.[Br:20]Br.[Cl:22][C:23]1[CH:28]=[CH:27][CH:26]=[C:25]([Cl:29])[C:24]=1[C:30]1[CH:31]=[C:32]2[C:37](=[CH:38][CH:39]=1)[CH:36]=[C:35]([CH2:40]O)[CH:34]=[CH:33]2.O, predict the reaction product. The product is: [Br:20][CH2:40][C:35]1[CH:34]=[CH:33][C:32]2[C:37](=[CH:38][CH:39]=[C:30]([C:24]3[C:23]([Cl:22])=[CH:28][CH:27]=[CH:26][C:25]=3[Cl:29])[CH:31]=2)[CH:36]=1. (4) Given the reactants [F:1][C:2]1[CH:7]=[C:6](B(O)O)[CH:5]=[CH:4][N:3]=1.Br[C:12]1[CH:41]=[CH:40][C:15]2[N:16]([C:19]3[S:23][C:22]([C:24]([NH2:26])=[O:25])=[C:21]([O:27][C@@H:28]([C:30]4[CH:35]=[CH:34][CH:33]=[CH:32][C:31]=4[C:36]([F:39])([F:38])[F:37])[CH3:29])[CH:20]=3)[CH:17]=[N:18][C:14]=2[CH:13]=1.C(=O)([O-])[O-].[Na+].[Na+], predict the reaction product. The product is: [F:1][C:2]1[CH:7]=[C:6]([C:12]2[CH:41]=[CH:40][C:15]3[N:16]([C:19]4[S:23][C:22]([C:24]([NH2:26])=[O:25])=[C:21]([O:27][C@@H:28]([C:30]5[CH:35]=[CH:34][CH:33]=[CH:32][C:31]=5[C:36]([F:39])([F:38])[F:37])[CH3:29])[CH:20]=4)[CH:17]=[N:18][C:14]=3[CH:13]=2)[CH:5]=[CH:4][N:3]=1.